Dataset: Full USPTO retrosynthesis dataset with 1.9M reactions from patents (1976-2016). Task: Predict the reactants needed to synthesize the given product. (1) Given the product [ClH:12].[OH:4][C@@H:2]([CH2:1][O:5][C:6]1[CH:11]=[CH:10][CH:9]=[C:8]([Cl:12])[C:7]=1[C:13]#[N:14])[CH2:3][NH:32][C:16]([CH3:15])([CH3:31])[CH2:17][CH2:18][CH2:19][C:20]1[CH:25]=[CH:24][CH:23]=[C:22]([C:26]([O:28][CH2:29][CH3:30])=[O:27])[CH:21]=1, predict the reactants needed to synthesize it. The reactants are: [CH2:1]([O:5][C:6]1[CH:11]=[CH:10][CH:9]=[C:8]([Cl:12])[C:7]=1[C:13]#[N:14])[C@@H:2]1[O:4][CH2:3]1.[CH3:15][C:16]([NH2:32])([CH3:31])[CH2:17][CH2:18][CH2:19][C:20]1[CH:25]=[CH:24][CH:23]=[C:22]([C:26]([O:28][CH2:29][CH3:30])=[O:27])[CH:21]=1. (2) Given the product [NH2:19][C:17]1[S:18][C:2]([C:3]([O:5][CH2:6][CH3:7])=[O:4])=[C:8]([C:9]2[N:14]=[CH:13][CH:12]=[CH:11][N:10]=2)[N:16]=1, predict the reactants needed to synthesize it. The reactants are: I[CH:2]([C:8](=O)[C:9]1[N:14]=[CH:13][CH:12]=[CH:11][N:10]=1)[C:3]([O:5][CH2:6][CH3:7])=[O:4].[NH2:16][C:17]([NH2:19])=[S:18].